From a dataset of Peptide-MHC class I binding affinity with 185,985 pairs from IEDB/IMGT. Regression. Given a peptide amino acid sequence and an MHC pseudo amino acid sequence, predict their binding affinity value. This is MHC class I binding data. (1) The peptide sequence is EIYKRWII. The MHC is HLA-A02:03 with pseudo-sequence HLA-A02:03. The binding affinity (normalized) is 0. (2) The peptide sequence is YRSGVPVEK. The MHC is HLA-B48:01 with pseudo-sequence HLA-B48:01. The binding affinity (normalized) is 0.0847. (3) The peptide sequence is AQIDNYNKF. The MHC is Mamu-A07 with pseudo-sequence Mamu-A07. The binding affinity (normalized) is 0.0304. (4) The peptide sequence is HIGPGRAFY. The MHC is HLA-B54:01 with pseudo-sequence HLA-B54:01. The binding affinity (normalized) is 0. (5) The peptide sequence is YYLPNKNQMV. The MHC is H-2-Kd with pseudo-sequence H-2-Kd. The binding affinity (normalized) is 0.585.